Dataset: Forward reaction prediction with 1.9M reactions from USPTO patents (1976-2016). Task: Predict the product of the given reaction. (1) Given the reactants [N+:1]([C:4]1[CH:5]=[C:6]2[C:10](=[CH:11][CH:12]=1)[NH:9][C:8]([C:13]1[CH:18]=[CH:17][CH:16]=[CH:15][N:14]=1)=[CH:7]2)([O-])=O.O, predict the reaction product. The product is: [N:14]1[CH:15]=[CH:16][CH:17]=[CH:18][C:13]=1[C:8]1[NH:9][C:10]2[C:6]([CH:7]=1)=[CH:5][C:4]([NH2:1])=[CH:12][CH:11]=2. (2) Given the reactants FC(F)(F)C(O)=O.[NH2:8][C:9]1[C:14]([C:15]([C:17]2[CH:22]=[CH:21][CH:20]=[CH:19][C:18]=2[O:23][CH3:24])=[O:16])=[CH:13][N:12]=[C:11]([NH:25][CH:26]2[CH2:31][CH2:30][NH:29][CH2:28][CH2:27]2)[N:10]=1.[CH2:32]([N:34]=[C:35]=[O:36])[CH3:33], predict the reaction product. The product is: [CH2:32]([NH:34][C:35]([N:29]1[CH2:30][CH2:31][CH:26]([NH:25][C:11]2[N:10]=[C:9]([NH2:8])[C:14]([C:15](=[O:16])[C:17]3[CH:22]=[CH:21][CH:20]=[CH:19][C:18]=3[O:23][CH3:24])=[CH:13][N:12]=2)[CH2:27][CH2:28]1)=[O:36])[CH3:33]. (3) Given the reactants F[B-](F)(F)F.C(N(CC)C=[N+](CC)CC)C.CC(C)([O-])C.[K+].[C:23]([O:27][C:28]([N:30]1[C:34](=[O:35])[CH2:33][CH2:32][C@H:31]1CC1C=CC(C2C=CC=CC=2)=CC=1)=[O:29])([CH3:26])([CH3:25])[CH3:24].C(OC(C)C)(=O)C, predict the reaction product. The product is: [C:23]([O:27][C:28]([N:30]1[CH2:31][CH2:32][CH2:33][C:34]1=[O:35])=[O:29])([CH3:26])([CH3:24])[CH3:25]. (4) Given the reactants [Cl:1][C:2]1[CH:7]=[CH:6][N:5]=[C:4]2[CH:8]=[C:9]([C:11]([O-:13])=O)[S:10][C:3]=12.[Li+].[NH:15]1[CH2:19][C@H:18]([OH:20])[C@@H:17]([OH:21])[CH2:16]1, predict the reaction product. The product is: [Cl:1][C:2]1[CH:7]=[CH:6][N:5]=[C:4]2[CH:8]=[C:9]([C:11]([N:15]3[CH2:19][C@H:18]([OH:20])[C@@H:17]([OH:21])[CH2:16]3)=[O:13])[S:10][C:3]=12. (5) Given the reactants [CH2:1]([O:8][C:9]1[CH:14]=[CH:13][C:12]([C:15]2[N:19]([CH:20]3[CH2:25][CH2:24][CH2:23][CH2:22][CH2:21]3)[N:18]=[C:17](/[CH:26]=[CH:27]/[C:28]([O:30]C)=[O:29])[C:16]=2[C:32]2[CH:37]=[CH:36][CH:35]=[CH:34][CH:33]=2)=[CH:11][CH:10]=1)[C:2]1[CH:7]=[CH:6][CH:5]=[CH:4][CH:3]=1.C1(N2C(C3C=CC(OCC4C=CC=CC=4)=CC=3)=CC(/C=C/C(O)=O)=N2)CCCCC1, predict the reaction product. The product is: [CH2:1]([O:8][C:9]1[CH:10]=[CH:11][C:12]([C:15]2[N:19]([CH:20]3[CH2:25][CH2:24][CH2:23][CH2:22][CH2:21]3)[N:18]=[C:17](/[CH:26]=[CH:27]/[C:28]([OH:30])=[O:29])[C:16]=2[C:32]2[CH:37]=[CH:36][CH:35]=[CH:34][CH:33]=2)=[CH:13][CH:14]=1)[C:2]1[CH:3]=[CH:4][CH:5]=[CH:6][CH:7]=1. (6) Given the reactants C(OC([N:8]1[CH2:13][CH2:12][C:11]([OH:21])([CH2:14][C:15]([C:17]([F:20])([F:19])[F:18])=[CH2:16])[CH2:10][CH2:9]1)=O)(C)(C)C.Cl.O1CCOCC1, predict the reaction product. The product is: [F:20][C:17]([F:18])([F:19])[C:15](=[CH2:16])[CH2:14][C:11]1([OH:21])[CH2:12][CH2:13][NH:8][CH2:9][CH2:10]1. (7) Given the reactants Cl[C:2]1[CH:7]=[C:6]([C:8]2[CH:13]=[CH:12][CH:11]=[CH:10][CH:9]=2)[N:5]=[C:4]([NH:14][C:15](=[O:29])[CH2:16][CH2:17][C:18]([C:20]2[CH:21]=[CH:22][C:23]3[O:27][CH2:26][CH2:25][C:24]=3[CH:28]=2)=[O:19])[CH:3]=1.C1(C2C=CC=CC=2)C=CC=CC=1P(C1CCCCC1)C1CCCCC1.C(=O)([O-])[O-].[K+].[K+].[CH3:61][O:62][C:63]1[CH:68]=[CH:67][CH:66]=[CH:65][C:64]=1B(O)O, predict the reaction product. The product is: [O:27]1[C:23]2[CH:22]=[CH:21][C:20]([C:18](=[O:19])[CH2:17][CH2:16][C:15]([NH:14][C:4]3[CH:3]=[C:2]([C:64]4[CH:65]=[CH:66][CH:67]=[CH:68][C:63]=4[O:62][CH3:61])[CH:7]=[C:6]([C:8]4[CH:13]=[CH:12][CH:11]=[CH:10][CH:9]=4)[N:5]=3)=[O:29])=[CH:28][C:24]=2[CH2:25][CH2:26]1. (8) Given the reactants [Cl:1][C:2]1[CH:41]=[CH:40][C:5]([CH2:6][S:7][C:8]2[N:12]([C:13]3[C:14]([CH3:35])=[C:15]([CH:32]=[CH:33][CH:34]=3)[CH2:16][NH:17][C:18]3[CH:31]=[CH:30][C:21]4[C@H:22]([CH2:25][C:26]([O:28]C)=[O:27])[CH2:23][O:24][C:20]=4[CH:19]=3)[C:11]3[CH:36]=[CH:37][CH:38]=[CH:39][C:10]=3[N:9]=2)=[CH:4][CH:3]=1.[OH-].[Na+:43].O, predict the reaction product. The product is: [Cl:1][C:2]1[CH:41]=[CH:40][C:5]([CH2:6][S:7][C:8]2[N:12]([C:13]3[C:14]([CH3:35])=[C:15]([CH:32]=[CH:33][CH:34]=3)[CH2:16][NH:17][C:18]3[CH:31]=[CH:30][C:21]4[C@H:22]([CH2:25][C:26]([O-:28])=[O:27])[CH2:23][O:24][C:20]=4[CH:19]=3)[C:11]3[CH:36]=[CH:37][CH:38]=[CH:39][C:10]=3[N:9]=2)=[CH:4][CH:3]=1.[Na+:43].